This data is from Reaction yield outcomes from USPTO patents with 853,638 reactions. The task is: Predict the reaction yield, written as a fraction of the theoretical maximum amount of product (1.0 means a 100% yield; for example, 0.34 means a 34% yield). (1) The reactants are [Cl:1][C:2]1[C:7]([C:8]([O:10]CC)=[O:9])=[C:6]([Cl:13])[CH:5]=[C:4]([CH3:14])[N:3]=1.[OH-].[Na+].OS(O)(=O)=O. The catalyst is O.CO. The product is [Cl:1][C:2]1[C:7]([C:8]([OH:10])=[O:9])=[C:6]([Cl:13])[CH:5]=[C:4]([CH3:14])[N:3]=1. The yield is 0.660. (2) The reactants are Br[C:2]1[C:7]2[N:8]=[CH:9][N:10]([C@H:13]([C:15]3[CH:20]=[CH:19][C:18]([F:21])=[C:17]([F:22])[CH:16]=3)[CH3:14])[C:11](=[O:12])[C:6]=2[C:5]([NH:23][CH2:24][C:25]2[S:26][CH:27]=[CH:28][CH:29]=2)=[N:4][CH:3]=1.[C:30]([Cu])#[N:31].ClCCl. The catalyst is CN(C=O)C. The product is [F:22][C:17]1[CH:16]=[C:15]([C@@H:13]([N:10]2[C:11](=[O:12])[C:6]3[C:5]([NH:23][CH2:24][C:25]4[S:26][CH:27]=[CH:28][CH:29]=4)=[N:4][CH:3]=[C:2]([C:30]#[N:31])[C:7]=3[N:8]=[CH:9]2)[CH3:14])[CH:20]=[CH:19][C:18]=1[F:21]. The yield is 0.480.